This data is from CYP2D6 inhibition data for predicting drug metabolism from PubChem BioAssay. The task is: Regression/Classification. Given a drug SMILES string, predict its absorption, distribution, metabolism, or excretion properties. Task type varies by dataset: regression for continuous measurements (e.g., permeability, clearance, half-life) or binary classification for categorical outcomes (e.g., BBB penetration, CYP inhibition). Dataset: cyp2d6_veith. The molecule is CCN(CC)CCNC(=O)c1ccc(Cl)c(S(=O)(=O)Nc2ccccc2OC)c1. The result is 0 (non-inhibitor).